Task: Predict the product of the given reaction.. Dataset: Forward reaction prediction with 1.9M reactions from USPTO patents (1976-2016) (1) Given the reactants [CH2:1]([NH2:4])[CH2:2][NH2:3].[N:5]1[CH:10]=[CH:9][CH:8]=[CH:7][C:6]=1[CH:11]=O.[BH4-].[Na+], predict the reaction product. The product is: [N:3]1[CH:10]=[CH:9][CH:8]=[CH:7][C:2]=1[CH2:1][NH:4][CH:6]([NH:5][CH2:11][C:6]1[CH:7]=[CH:8][CH:9]=[CH:10][N:5]=1)[CH3:11]. (2) Given the reactants Br.Br.Br.[CH2:4]([C:6]1[C:7]([C:14]2[CH:22]=[C:21]3[C:17]([C:18]([C:23]4[NH:32][C:26]5[CH2:27][CH2:28][NH:29][CH2:30][CH2:31][C:25]=5[N:24]=4)=[N:19][NH:20]3)=[CH:16][CH:15]=2)=[CH:8][C:9]([F:13])=[C:10]([OH:12])[CH:11]=1)[CH3:5].[CH2:33](Br)[C:34]1[CH:39]=[CH:38][CH:37]=[CH:36][CH:35]=1.CCN(C(C)C)C(C)C, predict the reaction product. The product is: [CH2:33]([N:29]1[CH2:30][CH2:31][C:25]2[N:24]=[C:23]([C:18]3[C:17]4[C:21](=[CH:22][C:14]([C:7]5[C:6]([CH2:4][CH3:5])=[CH:11][C:10]([OH:12])=[C:9]([F:13])[CH:8]=5)=[CH:15][CH:16]=4)[NH:20][N:19]=3)[NH:32][C:26]=2[CH2:27][CH2:28]1)[C:34]1[CH:39]=[CH:38][CH:37]=[CH:36][CH:35]=1. (3) Given the reactants [CH2:1]([N:8]1[CH2:14][C:13]2[N:15]=[CH:16][C:17](Cl)=[N:18][C:12]=2[O:11][CH2:10][CH2:9]1)[C:2]1[CH:7]=[CH:6][CH:5]=[CH:4][CH:3]=1.[CH:20]1(B(O)O)[CH2:22][CH2:21]1.C1(P(C2CC2)C2CC2)CC1.CC(C)([O-])C.[K+], predict the reaction product. The product is: [CH2:1]([N:8]1[CH2:14][C:13]2[N:15]=[CH:16][C:17]([CH:20]3[CH2:22][CH2:21]3)=[N:18][C:12]=2[O:11][CH2:10][CH2:9]1)[C:2]1[CH:7]=[CH:6][CH:5]=[CH:4][CH:3]=1. (4) Given the reactants Cl[C:2]1[N:7]=[C:6]([NH:8][C:9]2[N:14]=[CH:13][C:12]3[N:15]=[C:16]([CH3:21])[N:17]([CH:18]([CH3:20])[CH3:19])[C:11]=3[CH:10]=2)[CH:5]=[CH:4][N:3]=1.[NH:22]1[CH2:26][C:25](=[O:27])[NH:24][CH2:23]1.O[C@H]1CN[C@H](C(O)=O)C1.P([O-])([O-])([O-])=O.[K+].[K+].[K+], predict the reaction product. The product is: [CH:18]([N:17]1[C:11]2[CH:10]=[C:9]([NH:8][C:6]3[CH:5]=[CH:4][N:3]=[C:2]([N:22]4[CH2:26][C:25](=[O:27])[NH:24][CH2:23]4)[N:7]=3)[N:14]=[CH:13][C:12]=2[N:15]=[C:16]1[CH3:21])([CH3:20])[CH3:19]. (5) Given the reactants [NH2:1][CH:2]([C:6]1[CH:11]=[CH:10][C:9]([O:12][CH3:13])=[C:8]([O:14][CH2:15][CH3:16])[CH:7]=1)[CH2:3][C:4]#[N:5].CCN(CC)CC.C[O:25][C:26](=O)[C:27]1[C:32]([NH:33][C:34]([CH:36]2[CH2:38][CH2:37]2)=[O:35])=[CH:31][CH:30]=[C:29]([Cl:39])[C:28]=1[CH2:40]Br, predict the reaction product. The product is: [Cl:39][C:29]1[CH:30]=[CH:31][C:32]([NH:33][C:34]([CH:36]2[CH2:37][CH2:38]2)=[O:35])=[C:27]2[C:28]=1[CH2:40][N:1]([CH:2]([C:6]1[CH:11]=[CH:10][C:9]([O:12][CH3:13])=[C:8]([O:14][CH2:15][CH3:16])[CH:7]=1)[CH2:3][C:4]#[N:5])[C:26]2=[O:25]. (6) Given the reactants [N:1]([CH:4]([C:6]1[N:7]=[C:8]2[S:16][CH:15]=[C:14]([CH3:17])[N:9]2[C:10](=[O:13])[C:11]=1Br)[CH3:5])=[N+:2]=[N-:3].[C:18]1(B(O)O)[CH:23]=[CH:22][CH:21]=[CH:20][CH:19]=1.C(=O)([O-])[O-].[Na+].[Na+], predict the reaction product. The product is: [N:1]([CH:4]([C:6]1[N:7]=[C:8]2[S:16][CH:15]=[C:14]([CH3:17])[N:9]2[C:10](=[O:13])[C:11]=1[C:18]1[CH:23]=[CH:22][CH:21]=[CH:20][CH:19]=1)[CH3:5])=[N+:2]=[N-:3]. (7) Given the reactants [CH2:1]([O:3][C:4](=[O:32])[CH2:5][C:6]1[CH:7]=[N:8][CH:9]=[C:10]([C:12]2[CH:17]=[CH:16][C:15]([C:18]([F:21])([F:20])[F:19])=[CH:14][C:13]=2[CH2:22][NH:23][CH2:24][C:25]2[CH:30]=[N:29][C:28]([CH3:31])=[CH:27][N:26]=2)[CH:11]=1)[CH3:2].[C:33](Cl)(=[O:35])[CH3:34], predict the reaction product. The product is: [CH2:1]([O:3][C:4](=[O:32])[CH2:5][C:6]1[CH:7]=[N:8][CH:9]=[C:10]([C:12]2[CH:17]=[CH:16][C:15]([C:18]([F:19])([F:21])[F:20])=[CH:14][C:13]=2[CH2:22][N:23]([C:33](=[O:35])[CH3:34])[CH2:24][C:25]2[CH:30]=[N:29][C:28]([CH3:31])=[CH:27][N:26]=2)[CH:11]=1)[CH3:2]. (8) Given the reactants [NH2:1][C@@H:2]1[C:11]2[C:6](=[CH:7][CH:8]=[CH:9][CH:10]=2)[C@H:5]([OH:12])[CH2:4][CH2:3]1.[H-].[Na+].F[C:16]1[CH:17]=[CH:18][C:19]2[N:20]([C:22]([C@H:25]3[CH2:30][CH2:29][CH2:28][N:27]([CH3:31])[CH2:26]3)=[N:23][N:24]=2)[CH:21]=1, predict the reaction product. The product is: [CH3:31][N:27]1[CH2:28][CH2:29][CH2:30][C@H:25]([C:22]2[N:20]3[CH:21]=[C:16]([O:12][C@H:5]4[C:6]5[C:11](=[CH:10][CH:9]=[CH:8][CH:7]=5)[C@@H:2]([NH2:1])[CH2:3][CH2:4]4)[CH:17]=[CH:18][C:19]3=[N:24][N:23]=2)[CH2:26]1. (9) Given the reactants [Cl:1][C:2]1[CH:7]=[CH:6][C:5]([S:8]([CH:11]2[C:20]3[C:15](=[C:16]([F:22])[CH:17]=[CH:18][C:19]=3[F:21])[O:14][CH2:13][CH:12]2[CH2:23][CH2:24]I)(=[O:10])=[O:9])=[CH:4][CH:3]=1.C[C:27]#[N:28], predict the reaction product. The product is: [Cl:1][C:2]1[CH:7]=[CH:6][C:5]([S:8]([CH:11]2[C:20]3[C:15](=[C:16]([F:22])[CH:17]=[CH:18][C:19]=3[F:21])[O:14][CH2:13][CH:12]2[CH2:23][CH2:24][C:27]#[N:28])(=[O:10])=[O:9])=[CH:4][CH:3]=1.